This data is from Catalyst prediction with 721,799 reactions and 888 catalyst types from USPTO. The task is: Predict which catalyst facilitates the given reaction. (1) Reactant: Br[C:2]1[CH:3]=[C:4]([CH:8]=[CH:9][CH:10]=1)[CH2:5][CH2:6][OH:7].B1(B2OC(C)(C)C(C)(C)O2)OC(C)(C)C(C)(C)O1.C([O-])(=O)C.[K+].Br[C:35]1[NH:36][C:37]2[CH:38]=[CH:39][CH:40]=[C:41]3[C:47](=[O:48])[NH:46][CH2:45][CH2:44][C:43]=1[C:42]=23.C(=O)([O-])[O-].[Na+].[Na+]. Product: [OH:7][CH2:6][CH2:5][C:4]1[CH:3]=[C:2]([C:35]2[NH:36][C:37]3[CH:38]=[CH:39][CH:40]=[C:41]4[C:47](=[O:48])[NH:46][CH2:45][CH2:44][C:43]=2[C:42]=34)[CH:10]=[CH:9][CH:8]=1. The catalyst class is: 140. (2) Reactant: [CH3:1][O:2][C:3]([C:5]1[CH:6]=[C:7]([C:14]2[CH:19]=[CH:18][C:17]([CH3:20])=[CH:16][CH:15]=2)[CH:8]=[C:9]([N+:11]([O-])=O)[CH:10]=1)=[O:4]. Product: [CH3:1][O:2][C:3]([C:5]1[CH:6]=[C:7]([C:14]2[CH:19]=[CH:18][C:17]([CH3:20])=[CH:16][CH:15]=2)[CH:8]=[C:9]([NH2:11])[CH:10]=1)=[O:4]. The catalyst class is: 5. (3) Reactant: C[O:2][C:3]1[CH:8]=[CH:7][N:6]=[C:5]2[NH:9][C:10]([C:12]([O:14]C)=[O:13])=[CH:11][C:4]=12.C[S-].[Na+].CCOCC. Product: [OH:2][C:3]1[CH:8]=[CH:7][N:6]=[C:5]2[NH:9][C:10]([C:12]([OH:14])=[O:13])=[CH:11][C:4]=12. The catalyst class is: 9. (4) Reactant: [OH:1][CH2:2][CH:3]1[CH2:8][CH2:7][N:6]([C:9]([O:11][C:12]([CH3:15])([CH3:14])[CH3:13])=[O:10])[CH2:5][CH2:4]1.CCN(CC)CC.[CH3:23][S:24](Cl)(=[O:26])=[O:25]. Product: [CH3:23][S:24]([O:1][CH2:2][CH:3]1[CH2:8][CH2:7][N:6]([C:9]([O:11][C:12]([CH3:15])([CH3:14])[CH3:13])=[O:10])[CH2:5][CH2:4]1)(=[O:26])=[O:25]. The catalyst class is: 2. (5) Reactant: [Cl:1][C:2]1[CH:7]=[CH:6][CH:5]=[CH:4][C:3]=1[C:8]1[C:27](=[O:28])[N:26]([CH2:29][CH2:30][CH:31]2[CH2:36][CH2:35][CH2:34][N:33](C(OC(C)(C)C)=O)[CH2:32]2)[C:11]2[N:12]=[C:13]([NH:16][CH2:17][CH2:18][CH2:19][CH2:20][N:21]([CH2:24][CH3:25])[CH2:22][CH3:23])[N:14]=[CH:15][C:10]=2[CH:9]=1.C(O)(C(F)(F)F)=O. Product: [Cl:1][C:2]1[CH:7]=[CH:6][CH:5]=[CH:4][C:3]=1[C:8]1[C:27](=[O:28])[N:26]([CH2:29][CH2:30][CH:31]2[CH2:36][CH2:35][CH2:34][NH:33][CH2:32]2)[C:11]2[N:12]=[C:13]([NH:16][CH2:17][CH2:18][CH2:19][CH2:20][N:21]([CH2:22][CH3:23])[CH2:24][CH3:25])[N:14]=[CH:15][C:10]=2[CH:9]=1. The catalyst class is: 2. (6) The catalyst class is: 55. Product: [Cl:1][C:2]1[CH:10]=[CH:9][CH:8]=[C:7]2[C:3]=1[CH2:4][CH2:5][NH:6]2. Reactant: [Cl:1][C:2]1[CH:10]=[CH:9][CH:8]=[C:7]2[C:3]=1[CH:4]=[CH:5][NH:6]2.C([SiH](CC)CC)C. (7) Reactant: [F:1][C:2]1[CH:3]=[C:4]([CH:29]=[C:30]([CH2:32][N:33]2[CH2:49][CH2:48][C:36]3([O:41][CH2:40][CH2:39][N:38](C(=O)C(F)(F)F)[CH2:37]3)[CH2:35][CH2:34]2)[CH:31]=1)[CH2:5][CH2:6][N:7]([CH2:15][C@H:16]([OH:28])[C:17]1[C:25]2[S:24][C:23](=[O:26])[NH:22][C:21]=2[C:20]([OH:27])=[CH:19][CH:18]=1)[C:8](=[O:14])[O:9][C:10]([CH3:13])([CH3:12])[CH3:11]. Product: [O:41]1[C:36]2([CH2:35][CH2:34][N:33]([CH2:32][C:30]3[CH:29]=[C:4]([CH:3]=[C:2]([F:1])[CH:31]=3)[CH2:5][CH2:6][N:7]([CH2:15][C@H:16]([OH:28])[C:17]3[C:25]4[S:24][C:23](=[O:26])[NH:22][C:21]=4[C:20]([OH:27])=[CH:19][CH:18]=3)[C:8](=[O:14])[O:9][C:10]([CH3:13])([CH3:12])[CH3:11])[CH2:49][CH2:48]2)[CH2:37][NH:38][CH2:39][CH2:40]1. The catalyst class is: 328.